Dataset: Forward reaction prediction with 1.9M reactions from USPTO patents (1976-2016). Task: Predict the product of the given reaction. (1) Given the reactants Cl[C:2](=[O:8])[C:3]([O:5][CH2:6][CH3:7])=[O:4].[Cl-].[Cl-].[Cl-].[Al+3].[Cl:13][C:14]1[CH:19]=[CH:18][C:17]([CH3:20])=[CH:16][C:15]=1[O:21][CH3:22], predict the reaction product. The product is: [Cl:13][C:14]1[C:15]([O:21][CH3:22])=[CH:16][C:17]([CH3:20])=[C:18]([C:2](=[O:8])[C:3]([O:5][CH2:6][CH3:7])=[O:4])[CH:19]=1. (2) The product is: [ClH:45].[CH2:42]([NH:41][C:39]([NH:38][C:33]1[CH:34]=[CH:35][CH:36]=[C:37]2[C:32]=1[CH:31]=[CH:30][C:29](=[O:44])[N:28]2[CH2:27][CH2:26][N:23]1[CH2:24][CH2:25][CH:20]([NH:12][CH2:11][C:9]2[CH:8]=[CH:7][C:6]3[O:1][CH2:2][CH2:3][O:4][C:5]=3[CH:10]=2)[CH2:21][CH2:22]1)=[O:40])[CH3:43]. Given the reactants [O:1]1[C:6]2[CH:7]=[CH:8][C:9]([CH2:11][N:12]([CH:20]3[CH2:25][CH2:24][N:23]([CH2:26][CH2:27][N:28]4[C:37]5[C:32](=[C:33]([NH:38][C:39]([NH:41][CH2:42][CH3:43])=[O:40])[CH:34]=[CH:35][CH:36]=5)[CH:31]=[CH:30][C:29]4=[O:44])[CH2:22][CH2:21]3)C(=O)OC(C)(C)C)=[CH:10][C:5]=2[O:4][CH2:3][CH2:2]1.[ClH:45].O1CCOCC1, predict the reaction product.